Dataset: Kir2.1 potassium channel HTS with 301,493 compounds. Task: Binary Classification. Given a drug SMILES string, predict its activity (active/inactive) in a high-throughput screening assay against a specified biological target. The molecule is s1c(N\N=C2\C3C(C(C(C3)C2)(C)C)C)nc(c1C(=O)C)C. The result is 0 (inactive).